Task: Binary Classification. Given protein and peptide amino acid sequences, predict whether they interact or not.. Dataset: Protein-peptide binding for MDM2, ACE2, and 12ca5 with 34 validated binders (1) The protein target is MDM2 with sequence MCNTNMSVPTDGAVTTSQIPASEQETLVRPKPLLLKLLKSVGAQKDTYTMKEVLFYLGQYIMTKRLYDEKQQHIVYCSNDLLGDLFGVPSFSVKEHRKIYTMIYRNLVVVNQQESSDSGTSVSENRCHLEGGSDQKDLVQELQEEKPSSSHLVSRPSTSSRRRAISETEENSDELSGERQRKRHKSDSISLSFDESLALCVIREICCERSSSSESTGTPSNPDLDAGVSEHSGDWLDQDSVSDQFSVEFEVESLDSEDYSLSEEGQELSDEDDEVYQVTVYQAGESDTDSFEEDPEISLADYWKCTSCNEMNPPLPSHCNRCWALRENWLPEDKGKDKGEISEKAKLENSTQAEEGFDVPDCKKTIVNDSRESCVEENDDKITQASQSQESEDYSQPSTSSSIIYSSQEDVKEFEREETQDKEESVESSLPLNAIEPCVICQGRPKNGCIVHGKTGHLMACFTCAKKLKKRNKPCPVCRQPIQMIVLTYFP. The peptide is ASFAEYWAALSPK. The binding affinity (KD) is 2.00 nM. (2) The protein target is MDM2 with sequence MCNTNMSVPTDGAVTTSQIPASEQETLVRPKPLLLKLLKSVGAQKDTYTMKEVLFYLGQYIMTKRLYDEKQQHIVYCSNDLLGDLFGVPSFSVKEHRKIYTMIYRNLVVVNQQESSDSGTSVSENRCHLEGGSDQKDLVQELQEEKPSSSHLVSRPSTSSRRRAISETEENSDELSGERQRKRHKSDSISLSFDESLALCVIREICCERSSSSESTGTPSNPDLDAGVSEHSGDWLDQDSVSDQFSVEFEVESLDSEDYSLSEEGQELSDEDDEVYQVTVYQAGESDTDSFEEDPEISLADYWKCTSCNEMNPPLPSHCNRCWALRENWLPEDKGKDKGEISEKAKLENSTQAEEGFDVPDCKKTIVNDSRESCVEENDDKITQASQSQESEDYSQPSTSSSIIYSSQEDVKEFEREETQDKEESVESSLPLNAIEPCVICQGRPKNGCIVHGKTGHLMACFTCAKKLKKRNKPCPVCRQPIQMIVLTYFP. The peptide is LTFEHYWAQATSK. (3) The protein target is MDM2 with sequence MCNTNMSVPTDGAVTTSQIPASEQETLVRPKPLLLKLLKSVGAQKDTYTMKEVLFYLGQYIMTKRLYDEKQQHIVYCSNDLLGDLFGVPSFSVKEHRKIYTMIYRNLVVVNQQESSDSGTSVSENRCHLEGGSDQKDLVQELQEEKPSSSHLVSRPSTSSRRRAISETEENSDELSGERQRKRHKSDSISLSFDESLALCVIREICCERSSSSESTGTPSNPDLDAGVSEHSGDWLDQDSVSDQFSVEFEVESLDSEDYSLSEEGQELSDEDDEVYQVTVYQAGESDTDSFEEDPEISLADYWKCTSCNEMNPPLPSHCNRCWALRENWLPEDKGKDKGEISEKAKLENSTQAEEGFDVPDCKKTIVNDSRESCVEENDDKITQASQSQESEDYSQPSTSSSIIYSSQEDVKEFEREETQDKEESVESSLPLNAIEPCVICQGRPKNGCIVHGKTGHLMACFTCAKKLKKRNKPCPVCRQPIQMIVLTYFP. The peptide is LTWEHYAAQYTSK. (4) The protein target is MDM2 with sequence MCNTNMSVPTDGAVTTSQIPASEQETLVRPKPLLLKLLKSVGAQKDTYTMKEVLFYLGQYIMTKRLYDEKQQHIVYCSNDLLGDLFGVPSFSVKEHRKIYTMIYRNLVVVNQQESSDSGTSVSENRCHLEGGSDQKDLVQELQEEKPSSSHLVSRPSTSSRRRAISETEENSDELSGERQRKRHKSDSISLSFDESLALCVIREICCERSSSSESTGTPSNPDLDAGVSEHSGDWLDQDSVSDQFSVEFEVESLDSEDYSLSEEGQELSDEDDEVYQVTVYQAGESDTDSFEEDPEISLADYWKCTSCNEMNPPLPSHCNRCWALRENWLPEDKGKDKGEISEKAKLENSTQAEEGFDVPDCKKTIVNDSRESCVEENDDKITQASQSQESEDYSQPSTSSSIIYSSQEDVKEFEREETQDKEESVESSLPLNAIEPCVICQGRPKNGCIVHGKTGHLMACFTCAKKLKKRNKPCPVCRQPIQMIVLTYFP. The peptide is ASAAAYWNLLAPK. (5) The protein target is MDM2 with sequence MCNTNMSVPTDGAVTTSQIPASEQETLVRPKPLLLKLLKSVGAQKDTYTMKEVLFYLGQYIMTKRLYDEKQQHIVYCSNDLLGDLFGVPSFSVKEHRKIYTMIYRNLVVVNQQESSDSGTSVSENRCHLEGGSDQKDLVQELQEEKPSSSHLVSRPSTSSRRRAISETEENSDELSGERQRKRHKSDSISLSFDESLALCVIREICCERSSSSESTGTPSNPDLDAGVSEHSGDWLDQDSVSDQFSVEFEVESLDSEDYSLSEEGQELSDEDDEVYQVTVYQAGESDTDSFEEDPEISLADYWKCTSCNEMNPPLPSHCNRCWALRENWLPEDKGKDKGEISEKAKLENSTQAEEGFDVPDCKKTIVNDSRESCVEENDDKITQASQSQESEDYSQPSTSSSIIYSSQEDVKEFEREETQDKEESVESSLPLNAIEPCVICQGRPKNGCIVHGKTGHLMACFTCAKKLKKRNKPCPVCRQPIQMIVLTYFP. The peptide is TSAAEYANLLSP. The binding affinity (KD) is 4910 nM. (6) The protein target is MDM2 with sequence MCNTNMSVPTDGAVTTSQIPASEQETLVRPKPLLLKLLKSVGAQKDTYTMKEVLFYLGQYIMTKRLYDEKQQHIVYCSNDLLGDLFGVPSFSVKEHRKIYTMIYRNLVVVNQQESSDSGTSVSENRCHLEGGSDQKDLVQELQEEKPSSSHLVSRPSTSSRRRAISETEENSDELSGERQRKRHKSDSISLSFDESLALCVIREICCERSSSSESTGTPSNPDLDAGVSEHSGDWLDQDSVSDQFSVEFEVESLDSEDYSLSEEGQELSDEDDEVYQVTVYQAGESDTDSFEEDPEISLADYWKCTSCNEMNPPLPSHCNRCWALRENWLPEDKGKDKGEISEKAKLENSTQAEEGFDVPDCKKTIVNDSRESCVEENDDKITQASQSQESEDYSQPSTSSSIIYSSQEDVKEFEREETQDKEESVESSLPLNAIEPCVICQGRPKNGCIVHGKTGHLMACFTCAKKLKKRNKPCPVCRQPIQMIVLTYFP. The peptide is LTTEHYFAQWTSK. (7) The protein target is MDM2 with sequence MCNTNMSVPTDGAVTTSQIPASEQETLVRPKPLLLKLLKSVGAQKDTYTMKEVLFYLGQYIMTKRLYDEKQQHIVYCSNDLLGDLFGVPSFSVKEHRKIYTMIYRNLVVVNQQESSDSGTSVSENRCHLEGGSDQKDLVQELQEEKPSSSHLVSRPSTSSRRRAISETEENSDELSGERQRKRHKSDSISLSFDESLALCVIREICCERSSSSESTGTPSNPDLDAGVSEHSGDWLDQDSVSDQFSVEFEVESLDSEDYSLSEEGQELSDEDDEVYQVTVYQAGESDTDSFEEDPEISLADYWKCTSCNEMNPPLPSHCNRCWALRENWLPEDKGKDKGEISEKAKLENSTQAEEGFDVPDCKKTIVNDSRESCVEENDDKITQASQSQESEDYSQPSTSSSIIYSSQEDVKEFEREETQDKEESVESSLPLNAIEPCVICQGRPKNGCIVHGKTGHLMACFTCAKKLKKRNKPCPVCRQPIQMIVLTYFP. The peptide is TAFAAAWNLLSAK. (8) The protein target is MDM2 with sequence MCNTNMSVPTDGAVTTSQIPASEQETLVRPKPLLLKLLKSVGAQKDTYTMKEVLFYLGQYIMTKRLYDEKQQHIVYCSNDLLGDLFGVPSFSVKEHRKIYTMIYRNLVVVNQQESSDSGTSVSENRCHLEGGSDQKDLVQELQEEKPSSSHLVSRPSTSSRRRAISETEENSDELSGERQRKRHKSDSISLSFDESLALCVIREICCERSSSSESTGTPSNPDLDAGVSEHSGDWLDQDSVSDQFSVEFEVESLDSEDYSLSEEGQELSDEDDEVYQVTVYQAGESDTDSFEEDPEISLADYWKCTSCNEMNPPLPSHCNRCWALRENWLPEDKGKDKGEISEKAKLENSTQAEEGFDVPDCKKTIVNDSRESCVEENDDKITQASQSQESEDYSQPSTSSSIIYSSQEDVKEFEREETQDKEESVESSLPLNAIEPCVICQGRPKNGCIVHGKTGHLMACFTCAKKLKKRNKPCPVCRQPIQMIVLTYFP. The peptide is TSFAEYWALLSAK. (9) The protein target is ACE2 with sequence MSSSSWLLLSLVAVTAAQSTIEEQAKTFLDKFNHEAEDLFYQSSLASWNYNTNITEENVQNMNNAGDKWSAFLKEQSTLAQMYPLQEIQNLTVKLQLQALQQNGSSVLSEDKSKRLNTILNTMSTIYSTGKVCNPDNPQECLLLEPGLNEIMANSLDYNERLWAWESWRSEVGKQLRPLYEEYVVLKNEMARANHYEDYGDYWRGDYEVNGVDGYDYSRGQLIEDVEHTFEEIKPLYEHLHAYVRAKLMNAYPSYISPIGCLPAHLLGDMWGRFWTNLYSLTVPFGQKPNIDVTDAMVDQAWDAQRIFKEAEKFFVSVGLPNMTQGFWENSMLTDPGNVQKAVCHPTAWDLGKGDFRILMCTKVTMDDFLTAHHEMGHIQYDMAYAAQPFLLRNGANEGFHEAVGEIMSLSAATPKHLKSIGLLSPDFQEDNETEINFLLKQALTIVGTLPFTYMLEKWRWMVFKGEIPKDQWMKKWWEMKREIVGVVEPVPHDETYCDP.... The peptide is LAFHNKPEWYWPK.